This data is from Forward reaction prediction with 1.9M reactions from USPTO patents (1976-2016). The task is: Predict the product of the given reaction. (1) Given the reactants C(N(CC)CC)C.[C:8]([C:10]1[CH:15]=[CH:14][CH:13]=[CH:12][CH:11]=1)#[CH:9].[CH2:16]([O:18][C:19]([C:21]1[N:22]([CH3:28])[C:23](Br)=[N:24][C:25]=1[CH3:26])=[O:20])[CH3:17].CC#N, predict the reaction product. The product is: [CH2:16]([O:18][C:19]([C:21]1[N:22]([CH3:28])[C:23]([C:9]#[C:8][C:10]2[CH:15]=[CH:14][CH:13]=[CH:12][CH:11]=2)=[N:24][C:25]=1[CH3:26])=[O:20])[CH3:17]. (2) Given the reactants [CH2:1]([O:3][C:4](=[O:20])[C:5]1[CH:10]=[C:9]([N+:11]([O-])=O)[C:8]([O:14][CH2:15][C:16](OC)=[O:17])=[N:7][CH:6]=1)[CH3:2], predict the reaction product. The product is: [CH2:1]([O:3][C:4]([C:5]1[CH:6]=[N:7][C:8]2[O:14][CH2:15][C:16](=[O:17])[NH:11][C:9]=2[CH:10]=1)=[O:20])[CH3:2]. (3) Given the reactants [O:1]=[C:2]1[N:6]([C@H:7]([C:9]2[CH:14]=[CH:13][CH:12]=[CH:11][CH:10]=2)[CH3:8])[CH2:5][C@@H:4]([C:15]([OH:17])=[O:16])[CH2:3]1.[CH3:18]O.Cl, predict the reaction product. The product is: [O:1]=[C:2]1[N:6]([C@H:7]([C:9]2[CH:14]=[CH:13][CH:12]=[CH:11][CH:10]=2)[CH3:8])[CH2:5][C@@H:4]([C:15]([O:17][CH3:18])=[O:16])[CH2:3]1. (4) The product is: [S:1]1[CH:5]=[CH:4][CH:3]=[C:2]1[C:6]1[S:10][C:30]([CH:32]=[N:13][C:14]2[S:15][C:16]([N:29]=[CH:11][C:9]3[S:10][C:6]([C:2]4[S:1][CH:5]=[CH:4][CH:3]=4)=[CH:7][CH:8]=3)=[C:17]([C:24]([O:26][CH2:27][CH3:28])=[O:25])[C:18]=2[C:19]([O:21][CH2:22][CH3:23])=[O:20])=[CH:8][CH:7]=1. Given the reactants [S:1]1[CH:5]=[CH:4][CH:3]=[C:2]1[C:6]1[S:10][C:9]([CH:11]=O)=[CH:8][CH:7]=1.[NH2:13][C:14]1[S:15][C:16]([NH2:29])=[C:17]([C:24]([O:26][CH2:27][CH3:28])=[O:25])[C:18]=1[C:19]([O:21][CH2:22][CH3:23])=[O:20].[C:30](O)([C:32](F)(F)F)=O, predict the reaction product. (5) Given the reactants [C:1]12([CH3:22])[C:7]([CH3:9])([CH3:8])[CH:4]([CH2:5][CH2:6]1)[CH2:3][CH:2]2[O:10][C:11](=[O:21])[C:12]1[C:13](=[C:15]([Cl:20])[C:16]([NH2:19])=[CH:17][CH:18]=1)[OH:14].[Cl:23][C:24]1[CH:31]=[C:30]([Cl:32])[CH:29]=[C:26]([CH:27]=O)[C:25]=1[OH:33], predict the reaction product. The product is: [C:1]12([CH3:22])[C:7]([CH3:9])([CH3:8])[CH:4]([CH2:5][CH2:6]1)[CH2:3][CH:2]2[O:10][C:11](=[O:21])[C:12]1[CH:18]=[CH:17][C:16]([NH:19][CH2:27][C:26]2[CH:29]=[C:30]([Cl:32])[CH:31]=[C:24]([Cl:23])[C:25]=2[OH:33])=[C:15]([Cl:20])[C:13]=1[OH:14]. (6) Given the reactants [CH3:1][C@@H:2]([OH:6])[C@H:3]([OH:5])[CH3:4].[Cl:7][C:8]1[CH:13]=[C:12](Cl)[N:11]=[C:10]([S:15][CH2:16][C:17]2[CH:22]=[CH:21][CH:20]=[C:19]([F:23])[C:18]=2[F:24])[N:9]=1.[H-].[Na+], predict the reaction product. The product is: [Cl:7][C:8]1[N:9]=[C:10]([S:15][CH2:16][C:17]2[CH:22]=[CH:21][CH:20]=[C:19]([F:23])[C:18]=2[F:24])[N:11]=[C:12]([O:5][C@H:3]([CH3:4])[C@H:2]([OH:6])[CH3:1])[CH:13]=1. (7) Given the reactants Br[C:2]1[CH:3]=[CH:4][C:5]([Cl:9])=[C:6]([CH3:8])[CH:7]=1.OB(O)[C:12]1[CH:17]=[CH:16][CH:15]=[CH:14][CH:13]=1.C(=O)([O-])[O-].[K+].[K+], predict the reaction product. The product is: [Cl:9][C:5]1[CH:4]=[CH:3][C:2]([C:12]2[CH:17]=[CH:16][CH:15]=[CH:14][CH:13]=2)=[CH:7][C:6]=1[CH3:8]. (8) Given the reactants Cl.[CH3:2][C@H:3]1[NH:8][CH2:7][C@@H:6]([C:9]([N:11]2[CH2:15][CH2:14][CH2:13][CH2:12]2)=[O:10])[CH2:5][CH2:4]1.C(N(CC)CC)C.Cl[C:24]1[N:29]=[C:28]([NH2:30])[C:27]([N+:31]([O-:33])=[O:32])=[CH:26][CH:25]=1.O, predict the reaction product. The product is: [NH2:30][C:28]1[N:29]=[C:24]([N:8]2[C@H:3]([CH3:2])[CH2:4][CH2:5][C@H:6]([C:9]([N:11]3[CH2:15][CH2:14][CH2:13][CH2:12]3)=[O:10])[CH2:7]2)[CH:25]=[CH:26][C:27]=1[N+:31]([O-:33])=[O:32]. (9) The product is: [NH2:5][C:4]1[N:15]([CH2:14][CH2:13][OH:12])[N:16]=[C:2]([C:6]2[CH:11]=[CH:10][CH:9]=[CH:8][N:7]=2)[CH:3]=1. Given the reactants O=[C:2]([C:6]1[CH:11]=[CH:10][CH:9]=[CH:8][N:7]=1)[CH2:3][C:4]#[N:5].[OH:12][CH2:13][CH2:14][NH:15][NH2:16], predict the reaction product.